This data is from Catalyst prediction with 721,799 reactions and 888 catalyst types from USPTO. The task is: Predict which catalyst facilitates the given reaction. Reactant: Cl[C:2]1[N:3]=[C:4]([NH:23][C:24]2[CH:32]=[C:31]3[C:27]([CH:28]=[N:29][NH:30]3)=[CH:26][CH:25]=2)[C:5]2[C:10]([CH2:11]C)=[CH:9][N:8]([S:13]([C:16]3[CH:22]=[CH:21][C:19]([CH3:20])=[CH:18][CH:17]=3)(=[O:15])=[O:14])[C:6]=2[N:7]=1.[NH2:33][C:34]1[CH:39]=[CH:38][C:37]([N:40]2[CH2:45][CH2:44][N:43]([C:46](=[O:48])[CH3:47])[CH2:42][CH2:41]2)=[CH:36][CH:35]=1.C[Si](Cl)(C)C. Product: [NH:30]1[C:31]2[C:27](=[CH:26][CH:25]=[C:24]([NH:23][C:4]3[C:5]4[C:10]([CH3:11])=[CH:9][N:8]([S:13]([C:16]5[CH:17]=[CH:18][C:19]([CH3:20])=[CH:21][CH:22]=5)(=[O:15])=[O:14])[C:6]=4[N:7]=[C:2]([NH:33][C:34]4[CH:35]=[CH:36][C:37]([N:40]5[CH2:41][CH2:42][N:43]([C:46](=[O:48])[CH3:47])[CH2:44][CH2:45]5)=[CH:38][CH:39]=4)[N:3]=3)[CH:32]=2)[CH:28]=[N:29]1. The catalyst class is: 51.